From a dataset of Reaction yield outcomes from USPTO patents with 853,638 reactions. Predict the reaction yield, written as a fraction of the theoretical maximum amount of product (1.0 means a 100% yield; for example, 0.34 means a 34% yield). The reactants are [N+:1]([C:4]1[CH:11]=[CH:10][C:7]([NH:8][CH3:9])=[CH:6][CH:5]=1)([O-:3])=[O:2].[H-].[Na+].Cl.[CH3:15][N:16]([CH3:20])[CH2:17][CH2:18]Cl. The catalyst is C1COCC1. The product is [CH3:15][N:16]([CH3:20])[CH2:17][CH2:18][N:8]([CH3:9])[C:7]1[CH:6]=[CH:5][C:4]([N+:1]([O-:3])=[O:2])=[CH:11][CH:10]=1. The yield is 0.550.